Dataset: NCI-60 drug combinations with 297,098 pairs across 59 cell lines. Task: Regression. Given two drug SMILES strings and cell line genomic features, predict the synergy score measuring deviation from expected non-interaction effect. (1) Drug 1: COC1=NC(=NC2=C1N=CN2C3C(C(C(O3)CO)O)O)N. Drug 2: COCCOC1=C(C=C2C(=C1)C(=NC=N2)NC3=CC=CC(=C3)C#C)OCCOC.Cl. Cell line: NCI-H522. Synergy scores: CSS=2.03, Synergy_ZIP=-0.241, Synergy_Bliss=-0.130, Synergy_Loewe=-5.29, Synergy_HSA=-2.31. (2) Drug 1: C1=CC(=CC=C1CCC2=CNC3=C2C(=O)NC(=N3)N)C(=O)NC(CCC(=O)O)C(=O)O. Drug 2: CCC(=C(C1=CC=CC=C1)C2=CC=C(C=C2)OCCN(C)C)C3=CC=CC=C3.C(C(=O)O)C(CC(=O)O)(C(=O)O)O. Cell line: RXF 393. Synergy scores: CSS=8.24, Synergy_ZIP=-5.40, Synergy_Bliss=-0.666, Synergy_Loewe=-8.97, Synergy_HSA=-2.22. (3) Drug 1: CC1=C(N=C(N=C1N)C(CC(=O)N)NCC(C(=O)N)N)C(=O)NC(C(C2=CN=CN2)OC3C(C(C(C(O3)CO)O)O)OC4C(C(C(C(O4)CO)O)OC(=O)N)O)C(=O)NC(C)C(C(C)C(=O)NC(C(C)O)C(=O)NCCC5=NC(=CS5)C6=NC(=CS6)C(=O)NCCC[S+](C)C)O. Drug 2: CC12CCC3C(C1CCC2OP(=O)(O)O)CCC4=C3C=CC(=C4)OC(=O)N(CCCl)CCCl.[Na+]. Cell line: A498. Synergy scores: CSS=14.9, Synergy_ZIP=-4.74, Synergy_Bliss=-0.796, Synergy_Loewe=-7.33, Synergy_HSA=1.09. (4) Drug 1: C1=NC(=NC(=O)N1C2C(C(C(O2)CO)O)O)N. Drug 2: C1CNP(=O)(OC1)N(CCCl)CCCl. Cell line: EKVX. Synergy scores: CSS=1.25, Synergy_ZIP=-1.86, Synergy_Bliss=-3.57, Synergy_Loewe=-5.29, Synergy_HSA=-3.46.